From a dataset of Forward reaction prediction with 1.9M reactions from USPTO patents (1976-2016). Predict the product of the given reaction. (1) Given the reactants I[C:2]1[N:11]=[C:10]2[N:4]([CH2:5][CH2:6][C:7]3[CH:23]=[CH:22][CH:21]=[CH:20][C:8]=3[CH:9]2[O:12][CH:13]2[CH2:18][CH2:17][N:16]([CH3:19])[CH2:15][CH2:14]2)[C:3]=1[C:24]#[N:25].[C:26]([O:30][C:31](=[O:47])[C:32]1[CH:37]=[CH:36][C:35](B2OC(C)(C)C(C)(C)O2)=[CH:34][CH:33]=1)([CH3:29])([CH3:28])[CH3:27].C([O-])([O-])=O.[K+].[K+], predict the reaction product. The product is: [C:26]([O:30][C:31](=[O:47])[C:32]1[CH:37]=[CH:36][C:35]([C:2]2[N:11]=[C:10]3[N:4]([CH2:5][CH2:6][C:7]4[CH:23]=[CH:22][CH:21]=[CH:20][C:8]=4[CH:9]3[O:12][CH:13]3[CH2:14][CH2:15][N:16]([CH3:19])[CH2:17][CH2:18]3)[C:3]=2[C:24]#[N:25])=[CH:34][CH:33]=1)([CH3:29])([CH3:27])[CH3:28]. (2) Given the reactants [N+:1]([C:4]1[CH:5]=[C:6]([C:10]#[C:11][C:12]([O:14][C:15]2[CH:20]=[C:19]([CH3:21])[C:18]([Br:22])=[C:17]([CH3:23])[CH:16]=2)=[O:13])[CH:7]=[CH:8][CH:9]=1)([O-:3])=[O:2].C(O)(C(F)(F)F)=O.ClCCCl, predict the reaction product. The product is: [Br:22][C:18]1[C:19]([CH3:21])=[C:20]2[C:15](=[CH:16][C:17]=1[CH3:23])[O:14][C:12](=[O:13])[CH:11]=[C:10]2[C:6]1[CH:7]=[CH:8][CH:9]=[C:4]([N+:1]([O-:3])=[O:2])[CH:5]=1. (3) Given the reactants [NH2:1][CH2:2][C:3]1[CH:8]=[CH:7][C:6]([C:9]2[C:10]([C:15]([O:17][CH3:18])=[O:16])=[CH:11][CH:12]=[CH:13][CH:14]=2)=[CH:5][CH:4]=1.[C:19]([O:23][C:24]([NH:26][C:27]([CH3:32])([CH3:31])[C:28](O)=[O:29])=[O:25])([CH3:22])([CH3:21])[CH3:20].O.ON1C2C=CC=CC=2N=N1.C(N(CC)CC)C.Cl.CN(C)CCCN=C=NCC, predict the reaction product. The product is: [C:19]([O:23][C:24]([NH:26][C:27]([CH3:32])([CH3:31])[C:28]([NH:1][CH2:2][C:3]1[CH:8]=[CH:7][C:6]([C:9]2[C:10]([C:15]([O:17][CH3:18])=[O:16])=[CH:11][CH:12]=[CH:13][CH:14]=2)=[CH:5][CH:4]=1)=[O:29])=[O:25])([CH3:22])([CH3:21])[CH3:20]. (4) The product is: [CH:29]1([CH2:28][N:7]2[C:6]([N:32]3[CH2:37][CH2:36][O:35][CH2:34][CH2:33]3)=[N:14][C:13]3[C:8]2=[N:9][C:10]([C:21]2[CH:22]=[N:23][C:24]([NH2:27])=[N:25][CH:26]=2)=[N:11][C:12]=3[N:15]2[CH2:20][CH2:19][O:18][CH2:17][CH2:16]2)[CH2:31][CH2:30]1. Given the reactants CS(C)=O.Cl[C:6]1[N:7]([CH2:28][CH:29]2[CH2:31][CH2:30]2)[C:8]2[C:13]([N:14]=1)=[C:12]([N:15]1[CH2:20][CH2:19][O:18][CH2:17][CH2:16]1)[N:11]=[C:10]([C:21]1[CH:22]=[N:23][C:24]([NH2:27])=[N:25][CH:26]=1)[N:9]=2.[NH:32]1[CH2:37][CH2:36][O:35][CH2:34][CH2:33]1, predict the reaction product. (5) Given the reactants [CH2:1]([N:3]([C@H:17]1[CH2:22][CH2:21][C@H:20]([OH:23])[CH2:19][CH2:18]1)[S:4]([C:7]1[CH:12]=[CH:11][C:10]([C:13]([F:16])([F:15])[F:14])=[CH:9][CH:8]=1)(=[O:6])=[O:5])[CH3:2].[Br:24][CH2:25][CH2:26][CH2:27][CH2:28]Br, predict the reaction product. The product is: [Br:24][CH2:25][CH2:26][CH2:27][CH2:28][O:23][C@H:20]1[CH2:19][CH2:18][C@H:17]([N:3]([CH2:1][CH3:2])[S:4]([C:7]2[CH:12]=[CH:11][C:10]([C:13]([F:16])([F:14])[F:15])=[CH:9][CH:8]=2)(=[O:5])=[O:6])[CH2:22][CH2:21]1. (6) Given the reactants O1CCO[CH:2]1[C:6]1[CH:11]=[CH:10][C:9]([C:12]2[C:21]([C:22]3[CH:27]=[CH:26][CH:25]=[CH:24][CH:23]=3)=[CH:20][C:19]3[C:18]4=[N:28][N:29]=[C:30]([C:31]5[N:32]=[CH:33][NH:34][CH:35]=5)[N:17]4[CH:16]=[CH:15][C:14]=3[N:13]=2)=[CH:8][CH:7]=1.Cl.Cl.[NH2:38][OH:39], predict the reaction product. The product is: [NH:34]1[CH:35]=[C:31]([C:30]2[N:17]3[C:18]([C:19]4[CH:20]=[C:21]([C:22]5[CH:27]=[CH:26][CH:25]=[CH:24][CH:23]=5)[C:12]([C:9]5[CH:8]=[CH:7][C:6]([CH:2]=[N:38][OH:39])=[CH:11][CH:10]=5)=[N:13][C:14]=4[CH:15]=[CH:16]3)=[N:28][N:29]=2)[N:32]=[CH:33]1. (7) Given the reactants [Cl:1][C:2]1[CH:7]=[CH:6][CH:5]=[CH:4][C:3]=1[C:8]1[CH:13]=[CH:12][C:11]([C:14]([O:16]C)=[O:15])=[C:10]([CH2:18][N:19]2[C:23](=[O:24])[N:22]([CH2:25][CH:26]([OH:31])[C:27]([F:30])([F:29])[F:28])[C:21]([C:32]3[CH:37]=[CH:36][C:35]([Cl:38])=[CH:34][CH:33]=3)=[N:20]2)[CH:9]=1.[OH-].[Li+], predict the reaction product. The product is: [Cl:1][C:2]1[CH:7]=[CH:6][CH:5]=[CH:4][C:3]=1[C:8]1[CH:13]=[CH:12][C:11]([C:14]([OH:16])=[O:15])=[C:10]([CH2:18][N:19]2[C:23](=[O:24])[N:22]([CH2:25][CH:26]([OH:31])[C:27]([F:28])([F:29])[F:30])[C:21]([C:32]3[CH:33]=[CH:34][C:35]([Cl:38])=[CH:36][CH:37]=3)=[N:20]2)[CH:9]=1.